Dataset: Catalyst prediction with 721,799 reactions and 888 catalyst types from USPTO. Task: Predict which catalyst facilitates the given reaction. (1) Reactant: Br[O-].[Na+].[OH-].[Na+].BrBr.[CH3:8][C:9]1[CH:14]=[C:13]([O:15][CH2:16][CH2:17][N:18]2[CH2:23][CH2:22][O:21][CH2:20][CH2:19]2)[CH:12]=[CH:11][C:10]=1[C:24](=[O:26])C.S(=O)(O)[O-:28].[Na+]. Product: [CH3:8][C:9]1[CH:14]=[C:13]([O:15][CH2:16][CH2:17][N:18]2[CH2:19][CH2:20][O:21][CH2:22][CH2:23]2)[CH:12]=[CH:11][C:10]=1[C:24]([OH:26])=[O:28]. The catalyst class is: 127. (2) Reactant: [Cl:1][CH2:2][C:3](Cl)=[O:4].[F:6][C@@H:7]1[CH2:11][CH2:10][NH:9][CH2:8]1.C(N(CC)CC)C.O. Product: [Cl:1][CH2:2][C:3]([N:9]1[CH2:10][CH2:11][C@@H:7]([F:6])[CH2:8]1)=[O:4]. The catalyst class is: 2. (3) Reactant: [N:1]([CH2:4][C@@H:5]([C:7]1[CH:12]=[CH:11][C:10]([O:13][CH2:14][C:15]2[CH:20]=[CH:19][CH:18]=[CH:17][CH:16]=2)=[C:9]([F:21])[CH:8]=1)[OH:6])=[N+]=[N-].C1C=CC(P(C2C=CC=CC=2)C2C=CC=CC=2)=CC=1. Product: [NH2:1][CH2:4][C@@H:5]([C:7]1[CH:12]=[CH:11][C:10]([O:13][CH2:14][C:15]2[CH:16]=[CH:17][CH:18]=[CH:19][CH:20]=2)=[C:9]([F:21])[CH:8]=1)[OH:6]. The catalyst class is: 20. (4) Reactant: [CH2:1]([C:4]1[NH:5][C:6]2[C:11]([CH:12]=1)=[C:10]([C:13]([F:16])([F:15])[F:14])[C:9]([C:17]#[N:18])=[CH:8][CH:7]=2)[CH2:2][CH3:3].C([O-])([O-])=O.[Cs+].[Cs+].Cl[CH2:26][C:27]1[O:31][C:30]([C:32]([O:34]CC)=[O:33])=[CH:29][CH:28]=1. Product: [C:17]([C:9]1[C:10]([C:13]([F:15])([F:16])[F:14])=[C:11]2[C:6](=[CH:7][CH:8]=1)[N:5]([CH2:26][C:27]1[O:31][C:30]([C:32]([OH:34])=[O:33])=[CH:29][CH:28]=1)[C:4]([CH2:1][CH2:2][CH3:3])=[CH:12]2)#[N:18]. The catalyst class is: 10. (5) Reactant: [F:1][C:2]1[C:11]2[C:6](=[CH:7][CH:8]=[CH:9][CH:10]=2)[C:5]([C:12]2[O:16][C:15]([N:17]3[CH:21]=[CH:20][N:19]=[C:18]3[CH3:22])=[N:14][C:13]=2[CH2:23][CH2:24][CH2:25][CH2:26][OH:27])=[CH:4][CH:3]=1.[CH3:28][C:29]1[CH:34]=[CH:33][CH:32]=[CH:31][C:30]=1O.C(P(CCCC)CCCC)CCC.N(C(N1CCCCC1)=O)=NC(N1CCCCC1)=O. Product: [F:1][C:2]1[C:11]2[C:6](=[CH:7][CH:8]=[CH:9][CH:10]=2)[C:5]([C:12]2[O:16][C:15]([N:17]3[CH:21]=[CH:20][N:19]=[C:18]3[CH3:22])=[N:14][C:13]=2[CH2:23][CH2:24][CH2:25][CH2:26][O:27][C:30]2[CH:31]=[CH:32][CH:33]=[CH:34][C:29]=2[CH3:28])=[CH:4][CH:3]=1. The catalyst class is: 7.